From a dataset of Full USPTO retrosynthesis dataset with 1.9M reactions from patents (1976-2016). Predict the reactants needed to synthesize the given product. (1) The reactants are: [CH3:1][O:2][C@@:3]1([NH:20][C:21]([CH2:23][C:24]2[S:28][CH:27]=[CH:26][CH:25]=2)=[O:22])[C:6](=[O:7])[N:5]2[C:8]([C:17]([OH:19])=[O:18])=[C:9]([CH2:12][O:13][C:14]([NH2:16])=[O:15])[CH2:10][S:11][C@H:4]12.C([O-])(=O)C(C)O.[Na+:35]. Given the product [CH3:1][O:2][C@@:3]1([NH:20][C:21]([CH2:23][C:24]2[S:28][CH:27]=[CH:26][CH:25]=2)=[O:22])[C:6](=[O:7])[N:5]2[C:8]([C:17]([O-:19])=[O:18])=[C:9]([CH2:12][O:13][C:14]([NH2:16])=[O:15])[CH2:10][S:11][C@H:4]12.[Na+:35], predict the reactants needed to synthesize it. (2) Given the product [CH3:1][O:2][C:3](=[O:25])[CH2:4][C:5]1[CH:6]=[C:7]([C:13]2[CH:18]=[CH:17][C:16]([C:19]([F:22])([F:21])[F:20])=[CH:15][C:14]=2[CH2:23][NH:29][CH3:28])[C:8]([O:11][CH3:12])=[CH:9][CH:10]=1, predict the reactants needed to synthesize it. The reactants are: [CH3:1][O:2][C:3](=[O:25])[CH2:4][C:5]1[CH:6]=[C:7]([C:13]2[CH:18]=[CH:17][C:16]([C:19]([F:22])([F:21])[F:20])=[CH:15][C:14]=2[CH:23]=O)[C:8]([O:11][CH3:12])=[CH:9][CH:10]=1.CN.[C:28]([BH3-])#[N:29].[Na+].C([O-])(O)=O.[Na+]. (3) Given the product [Br:1][C:2]1[CH:3]=[CH:4][C:5]([C:8]2[CH2:12][C@@H:11]([CH2:13][N:16]([CH3:17])[CH3:15])[O:10][N:9]=2)=[N:6][CH:7]=1, predict the reactants needed to synthesize it. The reactants are: [Br:1][C:2]1[CH:3]=[CH:4][C:5]([C:8]2[CH2:12][C@@H:11]([CH2:13]Cl)[O:10][N:9]=2)=[N:6][CH:7]=1.[CH3:15][NH:16][CH3:17]. (4) Given the product [N:16]1([CH2:20][C@@H:21]([NH:32][C:2]2[C:3]3[N:11]=[CH:10][CH:9]=[C:8]([C:12]([NH2:14])=[O:13])[C:4]=3[N:5]=[CH:6][N:7]=2)[C:22]2[CH:27]=[CH:26][C:25]([F:28])=[C:24]([CH:29]([F:30])[F:31])[CH:23]=2)[CH2:19][CH2:18][CH2:17]1, predict the reactants needed to synthesize it. The reactants are: O[C:2]1[C:3]2[N:11]=[CH:10][CH:9]=[C:8]([C:12]([NH2:14])=[O:13])[C:4]=2[N:5]=[CH:6][N:7]=1.Cl.[N:16]1([CH2:20][C@@H:21]([NH2:32])[C:22]2[CH:27]=[CH:26][C:25]([F:28])=[C:24]([CH:29]([F:31])[F:30])[CH:23]=2)[CH2:19][CH2:18][CH2:17]1. (5) Given the product [Cl:45][C:46]1[CH:47]=[C:48]([S:53]([N:26]([CH:24]([C:20]2[CH:21]=[CH:22][CH:23]=[C:18]([C:16]3[CH:17]=[C:8]([C:5]([S:2]([CH3:1])(=[O:4])=[O:3])([CH3:7])[CH3:6])[CH:9]=[C:10]4[C:15]=3[N:14]=[CH:13][CH:12]=[CH:11]4)[CH:19]=2)[CH3:25])[C:35]2[CH:36]=[CH:37][C:38]([S:41][CH3:44])=[CH:39][CH:40]=2)(=[O:55])=[O:54])[CH:49]=[CH:50][C:51]=1[Cl:52], predict the reactants needed to synthesize it. The reactants are: [CH3:1][S:2]([C:5]([C:8]1[CH:9]=[C:10]2[C:15](=[C:16]([C:18]3[CH:19]=[C:20]([CH:24]([N:26]([C:35]4[CH:40]=[CH:39][C:38]([S:41]([CH3:44])(=O)=O)=[CH:37][CH:36]=4)C(=O)C4C=CC=CC=4)[CH3:25])[CH:21]=[CH:22][CH:23]=3)[CH:17]=1)[N:14]=[CH:13][CH:12]=[CH:11]2)([CH3:7])[CH3:6])(=[O:4])=[O:3].[Cl:45][C:46]1[CH:47]=[C:48]([S:53](Cl)(=[O:55])=[O:54])[CH:49]=[CH:50][C:51]=1[Cl:52]. (6) Given the product [N:16]1[CH:17]=[CH:18][N:19]=[CH:20][C:15]=1[NH:14][C:2]([NH:3][C:5](=[O:12])[C:6]1[CH:11]=[CH:10][CH:9]=[CH:8][CH:7]=1)=[S:1], predict the reactants needed to synthesize it. The reactants are: [S-:1][C:2]#[N:3].[NH4+].[C:5](Cl)(=[O:12])[C:6]1[CH:11]=[CH:10][CH:9]=[CH:8][CH:7]=1.[NH2:14][C:15]1[CH:20]=[N:19][CH:18]=[CH:17][N:16]=1. (7) Given the product [ClH:19].[ClH:19].[CH3:1][N:2]1[CH2:7][CH2:6][NH:5][C@@H:4]([CH:15]([CH3:17])[CH3:16])[CH2:3]1, predict the reactants needed to synthesize it. The reactants are: [CH3:1][N:2]1[CH2:7][CH2:6][N:5](C(OC(C)(C)C)=O)[C@@H:4]([CH:15]([CH3:17])[CH3:16])[CH2:3]1.C(Cl)[Cl:19].